Dataset: NCI-60 drug combinations with 297,098 pairs across 59 cell lines. Task: Regression. Given two drug SMILES strings and cell line genomic features, predict the synergy score measuring deviation from expected non-interaction effect. Drug 1: C1=C(C(=O)NC(=O)N1)F. Drug 2: C1C(C(OC1N2C=NC3=C(N=C(N=C32)Cl)N)CO)O. Cell line: SF-539. Synergy scores: CSS=43.0, Synergy_ZIP=-6.15, Synergy_Bliss=-13.1, Synergy_Loewe=-13.0, Synergy_HSA=-12.8.